From a dataset of Catalyst prediction with 721,799 reactions and 888 catalyst types from USPTO. Predict which catalyst facilitates the given reaction. (1) Reactant: [NH2:1][C:2]1[CH:3]=[CH:4][C:5]([CH3:26])=[C:6]([C:8]([C:10]2[CH:15]=[CH:14][C:13]([NH:16][C:17]3[CH:22]=[CH:21][C:20]([F:23])=[CH:19][C:18]=3[F:24])=[CH:12][C:11]=2[Cl:25])=[O:9])[CH:7]=1.[C:27]1([N:33]=[C:34]=[O:35])[CH:32]=[CH:31][CH:30]=[CH:29][CH:28]=1. Product: [Cl:25][C:11]1[CH:12]=[C:13]([NH:16][C:17]2[CH:22]=[CH:21][C:20]([F:23])=[CH:19][C:18]=2[F:24])[CH:14]=[CH:15][C:10]=1[C:8]([C:6]1[CH:7]=[C:2]([NH:1][C:34]([NH:33][C:27]2[CH:32]=[CH:31][CH:30]=[CH:29][CH:28]=2)=[O:35])[CH:3]=[CH:4][C:5]=1[CH3:26])=[O:9]. The catalyst class is: 12. (2) Reactant: [Cu]C#N.[Cl-].[Li+].[CH3:6][O:7][C:8]1[CH:9]=[C:10]([Mg]Cl)[CH:11]=[C:12]([O:14][CH3:15])[CH:13]=1.[CH2:18](Br)[CH:19]=[CH2:20]. Product: [CH2:20]([C:10]1[CH:9]=[C:8]([O:7][CH3:6])[CH:13]=[C:12]([O:14][CH3:15])[CH:11]=1)[CH:19]=[CH2:18]. The catalyst class is: 1.